This data is from Reaction yield outcomes from USPTO patents with 853,638 reactions. The task is: Predict the reaction yield, written as a fraction of the theoretical maximum amount of product (1.0 means a 100% yield; for example, 0.34 means a 34% yield). The reactants are C([O:8][C:9]1[C:10](=[O:21])[CH:11]=[C:12]([CH:18]([F:20])[F:19])[N:13]([CH:15]2[CH2:17][CH2:16]2)[CH:14]=1)C1C=CC=CC=1.[H][H]. The catalyst is CO.[Pd]. The product is [CH:15]1([N:13]2[CH:14]=[C:9]([OH:8])[C:10](=[O:21])[CH:11]=[C:12]2[CH:18]([F:20])[F:19])[CH2:16][CH2:17]1. The yield is 0.770.